From a dataset of Full USPTO retrosynthesis dataset with 1.9M reactions from patents (1976-2016). Predict the reactants needed to synthesize the given product. (1) Given the product [NH:15]1[C@H:19]([C:20]2[NH:21][CH:22]=[C:23]([C:25]3[CH:26]=[C:27]4[C:32](=[CH:33][CH:34]=3)[CH:31]=[C:30]([C:35]3[CH:40]=[CH:39][C:38]([C:41]5[N:42]=[C:43]([C@H:46]6[NH:50][C@H:49]7[CH2:58][CH2:59][CH2:60][C@H:48]7[CH2:47]6)[NH:44][CH:45]=5)=[CH:37][CH:36]=3)[CH:29]=[CH:28]4)[N:24]=2)[CH2:18][C@@H:17]2[CH2:61][CH2:62][CH2:63][C@H:16]12, predict the reactants needed to synthesize it. The reactants are: Cl.O1CCOCC1.C(OC([N:15]1[C@H:19]([C:20]2[NH:21][CH:22]=[C:23]([C:25]3[CH:26]=[C:27]4[C:32](=[CH:33][CH:34]=3)[CH:31]=[C:30]([C:35]3[CH:40]=[CH:39][C:38]([C:41]5[N:42]=[C:43]([C@H:46]6[N:50](C(OC(C)(C)C)=O)[C@H:49]7[CH2:58][CH2:59][CH2:60][C@H:48]7[CH2:47]6)[NH:44][CH:45]=5)=[CH:37][CH:36]=3)[CH:29]=[CH:28]4)[N:24]=2)[CH2:18][C@@H:17]2[CH2:61][CH2:62][CH2:63][C@H:16]12)=O)(C)(C)C.C(Cl)Cl. (2) Given the product [N:18]1[CH:19]=[CH:20][CH:21]=[C:16]([CH2:15][NH:14][C:2]2[C:3](=[O:13])[C:4]3[C:9]([C:10](=[O:12])[CH:11]=2)=[CH:8][CH:7]=[CH:6][CH:5]=3)[CH:17]=1, predict the reactants needed to synthesize it. The reactants are: Br[C:2]1[C:3](=[O:13])[C:4]2[C:9]([C:10](=[O:12])[CH:11]=1)=[CH:8][CH:7]=[CH:6][CH:5]=2.[NH2:14][CH2:15][C:16]1[CH:17]=[N:18][CH:19]=[CH:20][CH:21]=1.